Dataset: Forward reaction prediction with 1.9M reactions from USPTO patents (1976-2016). Task: Predict the product of the given reaction. (1) The product is: [F:1][C:2]([F:22])([CH2:14][O:15][C:16]1[CH:21]=[CH:20][CH:19]=[CH:18][CH:17]=1)[CH2:3][O:4][C:5]1[CH:6]=[CH:7][C:8]([CH2:11][CH2:12][NH2:13])=[CH:9][CH:10]=1. Given the reactants [F:1][C:2]([F:22])([CH2:14][O:15][C:16]1[CH:21]=[CH:20][CH:19]=[CH:18][CH:17]=1)[CH2:3][O:4][C:5]1[CH:10]=[CH:9][C:8]([CH2:11][C:12]#[N:13])=[CH:7][CH:6]=1.Cl, predict the reaction product. (2) The product is: [CH3:30][C:31]1[N:36]=[CH:35][C:34]([C:2]2[C:3]([N:22]3[CH2:28][CH2:27][CH2:26][N:25]([CH3:29])[CH2:24][CH2:23]3)=[N:4][CH:5]=[C:6]([C:7]([NH:9][C:10]3[CH:15]=[CH:14][C:13]([O:16][C:17]([F:18])([F:19])[F:20])=[CH:12][CH:11]=3)=[O:8])[CH:21]=2)=[CH:33][CH:32]=1. Given the reactants Br[C:2]1[C:3]([N:22]2[CH2:28][CH2:27][CH2:26][N:25]([CH3:29])[CH2:24][CH2:23]2)=[N:4][CH:5]=[C:6]([CH:21]=1)[C:7]([NH:9][C:10]1[CH:15]=[CH:14][C:13]([O:16][C:17]([F:20])([F:19])[F:18])=[CH:12][CH:11]=1)=[O:8].[CH3:30][C:31]1[N:36]=[CH:35][C:34](B(O)O)=[CH:33][CH:32]=1.C([O-])([O-])=O.[Na+].[Na+].CCO, predict the reaction product. (3) Given the reactants Cl.[NH2:2][C@@H:3]([CH2:8][CH2:9][CH2:10][CH2:11][NH:12][C:13]([O:15][C:16]([CH3:19])([CH3:18])[CH3:17])=[O:14])[C:4]([O:6][CH3:7])=[O:5].[C:20]1([CH:26]([C:37]2[CH:42]=[CH:41][CH:40]=[CH:39][CH:38]=2)[N:27]2[CH:32]=[CH:31][CH:30]=[C:29]([C:33](O)=[O:34])[C:28]2=[O:36])[CH:25]=[CH:24][CH:23]=[CH:22][CH:21]=1.C(N(C(C)C)CC)(C)C.CN(C(ON1N=NC2C=CC=CC1=2)=[N+](C)C)C.F[P-](F)(F)(F)(F)F, predict the reaction product. The product is: [C:16]([O:15][C:13]([NH:12][CH2:11][CH2:10][CH2:9][CH2:8][C@H:3]([NH:2][C:33]([C:29]1[C:28](=[O:36])[N:27]([CH:26]([C:20]2[CH:25]=[CH:24][CH:23]=[CH:22][CH:21]=2)[C:37]2[CH:38]=[CH:39][CH:40]=[CH:41][CH:42]=2)[CH:32]=[CH:31][CH:30]=1)=[O:34])[C:4]([O:6][CH3:7])=[O:5])=[O:14])([CH3:19])([CH3:18])[CH3:17]. (4) Given the reactants [C:1]([C:3]1[CH:33]=[CH:32][C:6]([O:7][C:8]2[CH:9]=[C:10]([NH:23][C:24]([CH:26]3[CH2:31][CH2:30][NH:29][CH2:28][CH2:27]3)=[O:25])[CH:11]=[C:12]([O:14][C:15]3[CH:20]=[CH:19][C:18]([C:21]#[N:22])=[CH:17][CH:16]=3)[CH:13]=2)=[CH:5][CH:4]=1)#[N:2].[C:34]([O:38][C:39]([NH:41][CH2:42][CH2:43][C:44](O)=[O:45])=[O:40])([CH3:37])([CH3:36])[CH3:35], predict the reaction product. The product is: [C:34]([O:38][C:39](=[O:40])[NH:41][CH2:42][CH2:43][C:44]([N:29]1[CH2:28][CH2:27][CH:26]([C:24](=[O:25])[NH:23][C:10]2[CH:11]=[C:12]([O:14][C:15]3[CH:16]=[CH:17][C:18]([C:21]#[N:22])=[CH:19][CH:20]=3)[CH:13]=[C:8]([O:7][C:6]3[CH:5]=[CH:4][C:3]([C:1]#[N:2])=[CH:33][CH:32]=3)[CH:9]=2)[CH2:31][CH2:30]1)=[O:45])([CH3:37])([CH3:35])[CH3:36]. (5) Given the reactants C[O:2][C:3]1[CH:4]=[C:5]([CH3:12])[C:6]2[CH:10]=[CH:9][S:8][C:7]=2[CH:11]=1.Cl.N1C=CC=CC=1, predict the reaction product. The product is: [CH3:12][C:5]1[C:6]2[CH:10]=[CH:9][S:8][C:7]=2[CH:11]=[C:3]([OH:2])[CH:4]=1.